From a dataset of Reaction yield outcomes from USPTO patents with 853,638 reactions. Predict the reaction yield, written as a fraction of the theoretical maximum amount of product (1.0 means a 100% yield; for example, 0.34 means a 34% yield). (1) The reactants are Cl.[F:2][C:3]1[CH:4]=[CH:5][C:6]2[N:15]=[C:14]([NH2:16])[C:13]3[CH:12]=[CH:11][S:10][C:9]=3[NH:8][C:7]=2[CH:17]=1.[CH3:18][O:19][CH2:20][CH2:21][C@H:22]1[CH2:27]N[CH2:25][CH2:24][NH:23]1.CS(C)=O.C1(C)C=CC=CC=1. The catalyst is C(OCC)(=O)C. The product is [F:2][C:3]1[CH:4]=[CH:5][C:6]2[N:15]=[C:14]([N:16]3[CH2:25][CH2:24][NH:23][C@@H:22]([CH2:21][CH2:20][O:19][CH3:18])[CH2:27]3)[C:13]3[CH:12]=[CH:11][S:10][C:9]=3[NH:8][C:7]=2[CH:17]=1. The yield is 0.250. (2) The catalyst is ClC(Cl)C.CN(C1C=CN=CC=1)C. The reactants are [C:1]([O:5][C:6](=[O:15])[NH:7][C:8]1[S:12][C:11]([Cl:13])=[N:10][C:9]=1[Cl:14])([CH3:4])([CH3:3])[CH3:2].C(N(CC)CC)C.[CH3:23][S:24][CH2:25][CH2:26][C:27](Cl)=[O:28]. The product is [C:1]([O:5][C:6](=[O:15])[N:7]([C:8]1[S:12][C:11]([Cl:13])=[N:10][C:9]=1[Cl:14])[C:27](=[O:28])[CH2:26][CH2:25][S:24][CH3:23])([CH3:4])([CH3:2])[CH3:3]. The yield is 0.810. (3) The reactants are [Br:1][C:2]1[CH:7]=[CH:6][C:5]([NH:8][C:9]2[CH2:14][C:13]([C:15]([O:17]C)=[O:16])=[C:12]([NH:19][C:20]3[CH:25]=[CH:24][C:23]([Br:26])=[CH:22][CH:21]=3)[CH2:11][C:10]=2[C:27]([O:29]C)=[O:28])=[CH:4][CH:3]=1.[Na].[N+](C1C=C(S(O)(=O)=O)C=CC=1)([O-])=O.[OH-].[Na+].Cl. The catalyst is O.C(O)C. The product is [Br:1][C:2]1[CH:3]=[CH:4][C:5]([NH:8][C:9]2[CH:14]=[C:13]([C:15]([OH:17])=[O:16])[C:12]([NH:19][C:20]3[CH:25]=[CH:24][C:23]([Br:26])=[CH:22][CH:21]=3)=[CH:11][C:10]=2[C:27]([OH:29])=[O:28])=[CH:6][CH:7]=1. The yield is 0.960. (4) The reactants are [OH-].[CH2:2]([N+:4]([CH2:10][CH3:11])([CH2:6][CH2:7][O:8][CH3:9])[CH3:5])[CH3:3].[CH3:12][O:13][CH2:14][C:15]([OH:17])=[O:16]. No catalyst specified. The product is [CH3:12][O:13][CH2:14][C:15]([O-:17])=[O:16].[CH2:2]([N+:4]([CH2:10][CH3:11])([CH2:6][CH2:7][O:8][CH3:9])[CH3:5])[CH3:3]. The yield is 1.00. (5) The yield is 0.970. The product is [CH3:13][O:14][C:15]1[CH:20]=[C:19]([O:21][CH3:22])[CH:18]=[CH:17][C:16]=1[CH2:23][NH:24][C:2]1[CH:11]=[N:10][C:9]2[C:4](=[CH:5][C:6]([CH3:12])=[CH:7][CH:8]=2)[N:3]=1. The catalyst is CS(C)=O. The reactants are Cl[C:2]1[CH:11]=[N:10][C:9]2[C:4](=[CH:5][C:6]([CH3:12])=[CH:7][CH:8]=2)[N:3]=1.[CH3:13][O:14][C:15]1[CH:20]=[C:19]([O:21][CH3:22])[CH:18]=[CH:17][C:16]=1[CH2:23][NH2:24].CCOC(C)=O. (6) The reactants are [OH:1][CH2:2][CH2:3][CH2:4][C:5]1[CH:6]=[C:7]([CH:11]=[C:12]([O:16][CH3:17])[C:13]=1[O:14][CH3:15])[C:8]([OH:10])=[O:9].[CH3:18]I. No catalyst specified. The product is [CH3:17][O:16][C:12]1[CH:11]=[C:7]([CH:6]=[C:5]([CH2:4][CH2:3][CH2:2][O:1][CH3:18])[C:13]=1[O:14][CH3:15])[C:8]([OH:10])=[O:9]. The yield is 0.690.